From a dataset of Forward reaction prediction with 1.9M reactions from USPTO patents (1976-2016). Predict the product of the given reaction. (1) Given the reactants C1(C)C=CC=CC=1[NH:7][N:8]=[C:9]([C:12]#[N:13])[C:10]#[N:11].N[C:16]1[CH:21]=[CH:20][C:19]([CH3:22])=[CH:18][CH:17]=1.C(#N)CC#N.O.[NH2:29][NH2:30], predict the reaction product. The product is: [C:19]1([CH3:22])[CH:20]=[CH:21][CH:16]=[CH:17][C:18]=1[NH:7][N:8]=[C:9]1[C:10]([NH2:11])=[N:30][N:29]=[C:12]1[NH2:13]. (2) Given the reactants Br[C:2]1[CH:15]=[C:14]2[C:5]([O:6][C:7]3[C:8]([F:24])=[CH:9][C:10](OC)=[CH:11][C:12]=3[C@@:13]32[CH2:20][CH2:19][O:18][C:17]([NH2:21])=[N:16]3)=[CH:4][CH:3]=1.[N:25]1[CH:30]=[CH:29][CH:28]=[C:27](B(O)O)[CH:26]=1.[O:34]1[CH2:39][CH2:38][CH:37]=[C:36](B2OC(C)(C)C(C)(C)O2)[CH2:35]1, predict the reaction product. The product is: [O:34]1[CH2:39][CH2:38][CH:37]=[C:36]([C:10]2[CH:9]=[C:8]([F:24])[C:7]3[O:6][C:5]4[C:14](=[CH:15][C:2]([C:27]5[CH:26]=[N:25][CH:30]=[CH:29][CH:28]=5)=[CH:3][CH:4]=4)[C@@:13]4([CH2:20][CH2:19][O:18][C:17]([NH2:21])=[N:16]4)[C:12]=3[CH:11]=2)[CH2:35]1. (3) Given the reactants Cl.Cl.[NH:3]([C:5]1[CH:6]=[CH:7][C:8]([O:11][CH3:12])=[N:9][CH:10]=1)[NH2:4].CCN(CC)CC.[CH2:20]([O:27][C:28]1[CH:33]=[CH:32][C:31]([C@@H:34]2O[C@H:35]2[C:37]([CH:39]2[CH2:41][CH2:40]2)=O)=[CH:30][CH:29]=1)[C:21]1[CH:26]=[CH:25][CH:24]=[CH:23][CH:22]=1, predict the reaction product. The product is: [CH2:20]([O:27][C:28]1[CH:29]=[CH:30][C:31]([C:34]2[N:3]([C:5]3[CH:6]=[CH:7][C:8]([O:11][CH3:12])=[N:9][CH:10]=3)[N:4]=[C:37]([CH:39]3[CH2:41][CH2:40]3)[CH:35]=2)=[CH:32][CH:33]=1)[C:21]1[CH:22]=[CH:23][CH:24]=[CH:25][CH:26]=1. (4) Given the reactants [CH2:1]([C:3]1[NH:13][C:6]2=[N:7][C:8]([CH3:12])=[CH:9][C:10]([CH3:11])=[C:5]2[N:4]=1)[CH3:2].[OH-].[Li+].[I-].[CH:17]1[C:27]2[CH2:26][CH2:25][C:24]3[CH:28]=[CH:29][CH:30]=[CH:31][C:23]=3[NH:22][C:21]=2[CH:20]=[CH:19][C:18]=1[CH2:32][N+]1(C)CCCCC1.O, predict the reaction product. The product is: [CH2:1]([C:3]1[N:13]([CH2:32][C:18]2[CH:19]=[CH:20][C:21]3[NH:22][C:23]4[CH:31]=[CH:30][CH:29]=[CH:28][C:24]=4[CH2:25][CH2:26][C:27]=3[CH:17]=2)[C:6]2=[N:7][C:8]([CH3:12])=[CH:9][C:10]([CH3:11])=[C:5]2[N:4]=1)[CH3:2]. (5) Given the reactants Cl[C:2]1[CH:3]=[C:4]([NH:9][C:10]2[C:19]3[C:14](=[CH:15][C:16]([O:34][CH2:35][CH:36]4[CH2:38][CH2:37]4)=[C:17]([NH:20][C:21](=[O:33])[CH:22]=[CH:23][CH2:24][N:25]4[CH2:30][C@@H:29](C)[O:28][C:27](=[O:32])[CH2:26]4)[CH:18]=3)[N:13]=[CH:12][N:11]=2)[CH:5]=[CH:6][C:7]=1[F:8].[ClH:39].[CH2:40](Cl)Cl.[CH3:43][OH:44], predict the reaction product. The product is: [Cl:39][C:2]1[CH:3]=[C:4]([NH:9][C:10]2[C:19]3[C:14](=[CH:15][C:16]([O:34][CH2:35][CH:36]4[CH2:38][CH2:37]4)=[C:17]([NH:20][C:21](=[O:33])[CH:22]=[CH:23][CH2:24][N:25]([CH2:26][C:27]([O:28][CH3:29])=[O:32])[CH2:30][C@H:43]([OH:44])[CH3:40])[CH:18]=3)[N:13]=[CH:12][N:11]=2)[CH:5]=[CH:6][C:7]=1[F:8].